Dataset: Experimentally validated miRNA-target interactions with 360,000+ pairs, plus equal number of negative samples. Task: Binary Classification. Given a miRNA mature sequence and a target amino acid sequence, predict their likelihood of interaction. (1) The miRNA is hsa-miR-218-5p with sequence UUGUGCUUGAUCUAACCAUGU. The protein sequence of the target gene is MAAAAAAGPSPGSGPGDSPEGPEGEAPERRRKAHGMLKLYYGLSEGEAAGRPAGPDPLDPTDLNGAHFDPEVYLDKLRRECPLAQLMDSETDMVRQIRALDSDMQTLVYENYNKFISATDTIRKMKNDFRKMEDEMDRLATNMAVITDFSARISATLQDRHERITKLAGVHALLRKLQFLFELPSRLTKCVELGAYGQAVRYQGRAQAVLQQYQHLPSFRAIQDDCQVITARLAQQLRQRFREGGSGAPEQAECVELLLALGEPAEELCEEFLAHARGRLEKELRNLEAELGPSPPAPDV.... Result: 1 (interaction). (2) The miRNA is hsa-miR-382-5p with sequence GAAGUUGUUCGUGGUGGAUUCG. The protein sequence of the target gene is MKKEGSSGSFRLQPNTGSLSRAVSWINFSSLSRQTKRLFRSDGELSVCGQQVEVDDENWIYRAQPRKAVSNLDEESRWTVHYTAPWHQQENVFLPTTRPPCVEDLHRQAKLNLKSVLRECDKLRHDGYRSSQYYSQGPTFAANASPFCDDYQDEDEETDQKCSLSSSEEERFISIRRPKTPASSDFSDLNTQTNWTKSLPLPTPEEKMRQQAQTVQADVVPINITASGTGQDDADGHSVYTPDHYSTLGRFNSCRSAGQRSETRDSSCQTEDVKVVPPSMRRIRAQKGQGIAAQMGHFSG.... Result: 0 (no interaction). (3) The miRNA is mmu-miR-574-3p with sequence CACGCUCAUGCACACACCCACA. The protein sequence of the target gene is MKSVISYALYQVQTGSLPVYSSVLTKSPLQLQTVIYRLIVQIQHLNIPSSSSTHSSPF. Result: 0 (no interaction). (4) The miRNA is hsa-miR-7162-5p with sequence UGCUUCCUUUCUCAGCUG. The protein sequence of the target gene is MNSSTSTMSEEPDALSVVNQLRDLAADPLNRRAIVQDQGCLPGLILFMDHPNPPVVHSALLALRYLAECRANREKMKGELGMMLSLQNVIQKTTTPGETKLLASEIYDILQSSNMADGDSFNEMNSRRRKAQFFLGTTNKRAKTVVLHIDGLDDTSRRNLCEEALLKIKGVISFTFQMAVQRCVVRIRSDLKAEALASAIASTKVMKAQQVVKSESGEEMLVPFQDTPVEVEQNTELPDYLPEDESPTKEQDKAVSRVGSHPEGGASWLSTAANFLSRSFYW. Result: 0 (no interaction). (5) The miRNA is hsa-miR-3121-3p with sequence UAAAUAGAGUAGGCAAAGGACA. The protein sequence of the target gene is MELKVWVDGVQRIVCGVTEVTTCQEVVIALAQAIGRTGRYTLIEKWRDTERHLAPHENPIISLNKWGQYASDVQLILRRTGPSLSERPTSDSVARIPERTLYRQSLPPLAKLRPQIDKSIKRREPKRKSLTFTGGAKGLMDIFGKGKETEFKQKVLNNCKTTADELKKLIRLQTEKLQSIEKQLESNEIEIRFWEQKYNSNLEEEIVRLEQKIKRNDVEIEEEEFWENELQIEQENEKQLKDQLQEIRQKITECENKLKDYLAQIRTMESGLEAEKLQREVQEAQVNEEEVKGKIGKVKG.... Result: 1 (interaction). (6) The miRNA is hsa-miR-301a-3p with sequence CAGUGCAAUAGUAUUGUCAAAGC. The protein sequence of the target gene is MEQEPQNGEPAEIKIIREAYKKAFLFVNKGLNTDELGQKEEAKNYYKQGIGHLLRGISISSKESEHTGPGWESARQMQQKMKETLQNVRTRLEILEKGLATSLQNDLQEVPKLYPEFPPKDMCEKLPEPQSFSSAPQHAEVNGNTSTPSAGAVAAPASLSLPSQSCPAEAPPAYTPQAAEGHYTVSYGTDSGEFSSVGEEFYRNHSQPPPLETLGLDADELILIPNGVQIFFVNPAGEVSAPSYPGYLRIVRFLDNSLDTVLNRPPGFLQVCDWLYPLVPDRSPVLKCTAGAYMFPDTML.... Result: 1 (interaction). (7) The miRNA is hsa-miR-4327 with sequence GGCUUGCAUGGGGGACUGG. The protein sequence of the target gene is MDFENLFSKPPNPALGKTATDSDERIDDEIDTEVEETQEEKIKLECEQIPKKFRHSAISPKSSLHRKSRSKDYDVYSDNDICSQESEDNFAKELQQYIQAREMANAAQPEESTKKEGVKDTPQAAKQKNKNLKAGHKNGKQKKMKRKWPGPGNKGSNALLRNSGSQEEDGKPKEKQQHLSQAFINQHTVERKGKQICKYFLERKCIKGDQCKFDHDAEIEKKKEMCKFYVQGYCTRGENCLYLHNEYPCKFYHTGTKCYQGEYCKFSHAPLTPETQELLAKVLDTEKKSCK. Result: 1 (interaction).